Dataset: Reaction yield outcomes from USPTO patents with 853,638 reactions. Task: Predict the reaction yield, written as a fraction of the theoretical maximum amount of product (1.0 means a 100% yield; for example, 0.34 means a 34% yield). The reactants are Cl[C:2]1[CH:3]=[C:4]([O:9][CH3:10])[CH:5]=[C:6]([Cl:8])[CH:7]=1.[Mg].CN(C)[CH:14]=[O:15].CCOC(C)=O. The catalyst is C1COCC1.BrCCBr. The product is [Cl:8][C:6]1[CH:7]=[C:2]([CH:3]=[C:4]([O:9][CH3:10])[CH:5]=1)[CH:14]=[O:15]. The yield is 0.540.